This data is from Full USPTO retrosynthesis dataset with 1.9M reactions from patents (1976-2016). The task is: Predict the reactants needed to synthesize the given product. (1) Given the product [F:1][C:2]1[CH:7]=[CH:6][C:5]([C:8]2[N:27]([CH2:26][C:25]3[CH:29]=[CH:30][C:22]([CH3:21])=[CH:23][CH:24]=3)[N:28]=[C:10]([CH3:11])[CH:9]=2)=[CH:4][CH:3]=1, predict the reactants needed to synthesize it. The reactants are: [F:1][C:2]1[CH:7]=[CH:6][C:5]([C:8](=O)[CH2:9][C:10](=O)[CH3:11])=[CH:4][CH:3]=1.FC(F)(F)C(O)=O.[CH3:21][C:22]1[CH:30]=[CH:29][C:25]([CH2:26][NH:27][NH2:28])=[CH:24][CH:23]=1.C(N(CC)CC)C.FC(F)(F)C(O)=O. (2) Given the product [N+:23]([C:24]1[CH:33]=[C:32]2[C:28]([CH2:29][CH2:30][CH2:31]2)=[CH:27][C:25]=1[NH:26][C:10](=[O:11])[CH3:12])([O-:35])=[O:38], predict the reactants needed to synthesize it. The reactants are: OO.C(O[C:10]([C:12](F)(F)F)=[O:11])(C(F)(F)F)=O.CN(C)CCNC1N=[N+:23]([O-:35])[C:24]2[CH:33]=[C:32]3[C:28]([CH2:29][CH:30](C)[CH2:31]3)=[CH:27][C:25]=2[N:26]=1.C(O)(C(F)(F)F)=[O:38].